From a dataset of Aqueous solubility values for 9,982 compounds from the AqSolDB database. Regression/Classification. Given a drug SMILES string, predict its absorption, distribution, metabolism, or excretion properties. Task type varies by dataset: regression for continuous measurements (e.g., permeability, clearance, half-life) or binary classification for categorical outcomes (e.g., BBB penetration, CYP inhibition). For this dataset (solubility_aqsoldb), we predict Y. (1) The drug is C=C1CCO[C@]2(C(O)C(C)(O)CO)NC(=O)[C@@]1(O)NC2=O. The Y is -0.197 log mol/L. (2) The molecule is CCOC(=O)CNC(C)=CC(C)=O. The Y is -0.590 log mol/L. (3) The compound is O=C(O)c1cc(C(=O)O)c(C(=O)O)cc1C(=O)O. The Y is -1.26 log mol/L. (4) The Y is -1.56 log mol/L. The compound is S=C=S. (5) The drug is CC(=NO)C(=NO)c1ccccc1. The Y is -2.30 log mol/L. (6) The drug is O=C(O)CCC(=O)c1cccc2ccccc12. The Y is -3.48 log mol/L. (7) The drug is Cn1c2ccccc2c(=O)c2ccccc21. The Y is -4.46 log mol/L.